From a dataset of Forward reaction prediction with 1.9M reactions from USPTO patents (1976-2016). Predict the product of the given reaction. Given the reactants [O:1]=[C:2]1[C:11]2[C:6](=[CH:7][CH:8]=[CH:9][CH:10]=2)[CH2:5][C@@H:4]([CH2:12][CH2:13][C:14]([OH:16])=O)[CH2:3]1.C1N=CN(C(N2C=NC=C2)=O)C=1.[F:29][C:30]1[C:39]2[C:34](=[CH:35][CH:36]=[CH:37][CH:38]=2)[C:33]([C@H:40]([NH2:42])[CH3:41])=[CH:32][CH:31]=1, predict the reaction product. The product is: [F:29][C:30]1[C:39]2[C:34](=[CH:35][CH:36]=[CH:37][CH:38]=2)[C:33]([C@H:40]([NH:42][C:14](=[O:16])[CH2:13][CH2:12][C@@H:4]2[CH2:3][C:2](=[O:1])[C:11]3[C:6](=[CH:7][CH:8]=[CH:9][CH:10]=3)[CH2:5]2)[CH3:41])=[CH:32][CH:31]=1.